Dataset: Full USPTO retrosynthesis dataset with 1.9M reactions from patents (1976-2016). Task: Predict the reactants needed to synthesize the given product. (1) Given the product [CH3:27][C:8]1[C:6]2[N:7]=[C:2]([C:38]3[CH:37]=[N:36][C:35]([NH2:34])=[N:40][CH:39]=3)[N:3]=[C:4]([N:28]3[CH2:33][CH2:32][O:31][CH2:30][CH2:29]3)[C:5]=2[S:10][C:9]=1[CH2:11][N:12]1[CH2:17][CH2:16][N:15]([S:18]([C:21]2[CH:26]=[CH:25][CH:24]=[CH:23][CH:22]=2)(=[O:20])=[O:19])[CH2:14][CH2:13]1, predict the reactants needed to synthesize it. The reactants are: Cl[C:2]1[N:3]=[C:4]([N:28]2[CH2:33][CH2:32][O:31][CH2:30][CH2:29]2)[C:5]2[S:10][C:9]([CH2:11][N:12]3[CH2:17][CH2:16][N:15]([S:18]([C:21]4[CH:26]=[CH:25][CH:24]=[CH:23][CH:22]=4)(=[O:20])=[O:19])[CH2:14][CH2:13]3)=[C:8]([CH3:27])[C:6]=2[N:7]=1.[NH2:34][C:35]1[N:40]=[CH:39][C:38](B(O)O)=[CH:37][N:36]=1. (2) The reactants are: [CH2:1]([N:8]([CH2:25][C:26]1[CH:31]=[CH:30][CH:29]=[CH:28][CH:27]=1)[CH:9]1[CH2:15][CH2:14][CH:13]2[CH2:16][CH:10]1[C:11](=[O:24])[N:12]2[C:17]([O:19][C:20]([CH3:23])([CH3:22])[CH3:21])=[O:18])[C:2]1[CH:7]=[CH:6][CH:5]=[CH:4][CH:3]=1.[BH4-].[Na+]. Given the product [CH2:25]([N:8]([CH2:1][C:2]1[CH:3]=[CH:4][CH:5]=[CH:6][CH:7]=1)[C@H:9]1[CH2:15][CH2:14][C@@H:13]([NH:12][C:17](=[O:18])[O:19][C:20]([CH3:22])([CH3:23])[CH3:21])[CH2:16][C@H:10]1[CH2:11][OH:24])[C:26]1[CH:31]=[CH:30][CH:29]=[CH:28][CH:27]=1, predict the reactants needed to synthesize it. (3) The reactants are: [F:1][CH:2]([F:16])[CH2:3][O:4][C:5]1[CH:10]=[CH:9][C:8]([C:11](=O)[CH3:12])=[CH:7][C:6]=1[O:14][CH3:15].[CH3:17][C:18]([S@:21]([NH2:23])=[O:22])([CH3:20])[CH3:19]. Given the product [F:1][CH:2]([F:16])[CH2:3][O:4][C:5]1[CH:10]=[CH:9][C:8]([CH:11]([NH:23][S@@:21]([C:18]([CH3:20])([CH3:19])[CH3:17])=[O:22])[CH3:12])=[CH:7][C:6]=1[O:14][CH3:15], predict the reactants needed to synthesize it. (4) Given the product [C:1]([O:5][C:6]([N:8]1[C:12]2=[C:13]([NH:28][S:29]([C:49]3([CH2:48][CH:52]([OH:51])[CH2:41][OH:42])[CH2:46][CH2:50]3)(=[O:31])=[O:30])[C:14]([NH:19][C:20]3[CH:25]=[CH:24][C:23]([Br:26])=[CH:22][C:21]=3[F:27])=[C:15]([CH3:18])[C:16](=[O:17])[N:11]2[CH2:10][CH2:9]1)=[O:7])([CH3:4])([CH3:2])[CH3:3], predict the reactants needed to synthesize it. The reactants are: [C:1]([O:5][C:6]([N:8]1[C:12]2=[C:13]([NH:28][S:29](C3(CC=C)CC3)(=[O:31])=[O:30])[C:14]([NH:19][C:20]3[CH:25]=[CH:24][C:23]([Br:26])=[CH:22][C:21]=3[F:27])=[C:15]([CH3:18])[C:16](=[O:17])[N:11]2[CH2:10][CH2:9]1)=[O:7])([CH3:4])([CH3:3])[CH3:2].C[N+]1([O-])CC[O:42][CH2:41]C1.[CH3:46]O.[CH2:48]1[CH2:52][O:51][CH2:50][CH2:49]1. (5) Given the product [CH2:19]([O:18][C:16](=[O:17])[C:15]([S:1]([CH3:9])(=[O:4])=[O:2])([CH3:22])[CH3:21])[CH3:20], predict the reactants needed to synthesize it. The reactants are: [S:1]([O-:4])([O-])=[O:2].C.[Na+].[Na+].N1C=CC=C[CH:9]=1.Br[C:15]([CH3:22])([CH3:21])[C:16]([O:18][CH2:19][CH3:20])=[O:17]. (6) The reactants are: [C:1]([O:5][C:6]([N:8]1[CH2:13][CH2:12][C:11]2[S:14][C:15]([CH:17]=O)=[CH:16][C:10]=2[CH2:9]1)=[O:7])([CH3:4])([CH3:3])[CH3:2].[NH:19]1[CH2:24][CH2:23][CH2:22][CH2:21][CH2:20]1.[BH-](OC(C)=O)(OC(C)=O)OC(C)=O.[Na+].C(O)(=O)C. Given the product [N:19]1([CH2:17][C:15]2[S:14][C:11]3[CH2:12][CH2:13][N:8]([C:6]([O:5][C:1]([CH3:4])([CH3:3])[CH3:2])=[O:7])[CH2:9][C:10]=3[CH:16]=2)[CH2:24][CH2:23][CH2:22][CH2:21][CH2:20]1, predict the reactants needed to synthesize it. (7) The reactants are: C([NH:9][C:10]([NH:12][C:13]1[C:18]([O:19][C:20]2[CH:25]=[CH:24][CH:23]=[CH:22][CH:21]=2)=[CH:17][C:16]([C:26]([F:29])([F:28])[F:27])=[CH:15][N:14]=1)=[S:11])(=O)C1C=CC=CC=1.[OH-].[Na+]. Given the product [O:19]([C:18]1[C:13]([NH:12][C:10]([NH2:9])=[S:11])=[N:14][CH:15]=[C:16]([C:26]([F:29])([F:27])[F:28])[CH:17]=1)[C:20]1[CH:21]=[CH:22][CH:23]=[CH:24][CH:25]=1, predict the reactants needed to synthesize it. (8) Given the product [OH:27][C:21]1([C:17]2[CH:18]=[CH:19][CH:20]=[C:15]([O:14][CH3:13])[CH:16]=2)[CH2:26][CH2:25][CH2:24][N:23]([C:8]([C:7]2[CH:11]=[CH:12][C:4]([N+:1]([O-:3])=[O:2])=[CH:5][CH:6]=2)=[O:9])[CH2:22]1, predict the reactants needed to synthesize it. The reactants are: [N+:1]([C:4]1[CH:12]=[CH:11][C:7]([C:8](Cl)=[O:9])=[CH:6][CH:5]=1)([O-:3])=[O:2].[CH3:13][O:14][C:15]1[CH:16]=[C:17]([C:21]2([OH:27])[CH2:26][CH2:25][CH2:24][NH:23][CH2:22]2)[CH:18]=[CH:19][CH:20]=1. (9) Given the product [S:1]1[CH:5]=[CH:4][CH:3]=[C:2]1[S:6][CH2:8][CH2:9][CH2:10][CH2:11][C:12]([OH:14])=[O:13], predict the reactants needed to synthesize it. The reactants are: [S:1]1[CH:5]=[CH:4][CH:3]=[C:2]1[SH:6].Br[CH2:8][CH2:9][CH2:10][CH2:11][C:12]([OH:14])=[O:13].